This data is from P-glycoprotein inhibition data for predicting drug efflux from Broccatelli et al.. The task is: Regression/Classification. Given a drug SMILES string, predict its absorption, distribution, metabolism, or excretion properties. Task type varies by dataset: regression for continuous measurements (e.g., permeability, clearance, half-life) or binary classification for categorical outcomes (e.g., BBB penetration, CYP inhibition). Dataset: pgp_broccatelli. (1) The molecule is CC[C@H](C)c1ccc([C@@H]2Nc3ccccc3C(=O)N2c2ccc(Cl)cc2)cc1. The result is 1 (inhibitor). (2) The molecule is C[C@@H](C(=O)O)c1ccc(C(=O)c2cccs2)cc1. The result is 0 (non-inhibitor).